Dataset: Full USPTO retrosynthesis dataset with 1.9M reactions from patents (1976-2016). Task: Predict the reactants needed to synthesize the given product. (1) Given the product [OH:18][C:11]1[C:10]([CH2:19][CH2:20][CH3:21])=[C:9]([O:8][CH2:7][C:6]2[CH:22]=[CH:23][C:3]([CH:2]([C:24]3[CH:29]=[CH:28][CH:27]=[C:26]([C:30]4[NH:34][N:33]=[N:32][N:31]=4)[CH:25]=3)[CH3:35])=[CH:4][CH:5]=2)[CH:14]=[CH:13][C:12]=1[C:15](=[O:17])[CH3:16], predict the reactants needed to synthesize it. The reactants are: F[CH:2]([C:24]1[CH:29]=[CH:28][CH:27]=[C:26]([C:30]2[NH:34][N:33]=[N:32][N:31]=2)[CH:25]=1)[C:3]1[CH:23]=[CH:22][C:6]([CH2:7][O:8][C:9]2[CH:14]=[CH:13][C:12]([C:15](=[O:17])[CH3:16])=[C:11]([OH:18])[C:10]=2[CH2:19][CH2:20][CH3:21])=[CH:5][CH:4]=1.[C:35](C1C=CC(OCC2C=CC(C(C3C=C(C=CC=3)C#N)C)=CC=2)=C(CCC)C=1O)(=O)C. (2) Given the product [Cl:22][C:17]1[CH:16]=[C:15]([C:13]2[N:14]=[C:10]([C:8]3[CH:9]=[C:4]([C:3]([OH:2])=[O:24])[C:5]([C:29]4[CH:30]=[CH:31][C:26]([F:25])=[CH:27][CH:28]=4)=[CH:6][CH:7]=3)[S:11][CH:12]=2)[CH:20]=[CH:19][C:18]=1[Cl:21], predict the reactants needed to synthesize it. The reactants are: C[O:2][C:3](=[O:24])[C:4]1[CH:9]=[C:8]([C:10]2[S:11][CH:12]=[C:13]([C:15]3[CH:20]=[CH:19][C:18]([Cl:21])=[C:17]([Cl:22])[CH:16]=3)[N:14]=2)[CH:7]=[CH:6][C:5]=1Br.[F:25][C:26]1[CH:31]=[CH:30][C:29](B(O)O)=[CH:28][CH:27]=1.